This data is from Full USPTO retrosynthesis dataset with 1.9M reactions from patents (1976-2016). The task is: Predict the reactants needed to synthesize the given product. (1) Given the product [C:18]1([C:15]2[CH:14]=[CH:13][C:12]([O:37][C:35](=[O:36])[N:34]([CH3:39])[C@H:30]3[C:31](=[O:33])[O:32][C@@H:29]3[C:51]([CH3:54])([CH3:53])[CH3:52])=[CH:17][CH:16]=2)[CH:19]=[CH:20][CH:21]=[CH:22][CH:23]=1, predict the reactants needed to synthesize it. The reactants are: O[C@H](C(C)(C)C)[C@@H](N([C:12]1[CH:17]=[CH:16][C:15]([C:18]2[CH:23]=[CH:22][CH:21]=[CH:20][CH:19]=2)=[CH:14][CH:13]=1)C(OC)=O)C(O)=O.O[C@@H:29]([C:51]([CH3:54])([CH3:53])[CH3:52])[C@@H:30]([N:34]([C:39]1C=CC(C2C=CC=CC=2)=CC=1)[C:35]([O:37]C)=[O:36])[C:31]([OH:33])=[O:32].CCN(CC)CC.CN(C(ON1N=NC2C=CC=CC1=2)=[N+](C)C)C.[B-](F)(F)(F)F. (2) Given the product [CH2:1]([O:8][CH2:9][C@H:10]([CH:26]([CH3:28])[CH3:27])[CH2:11][C@H:12]([NH:18][C:19](=[O:20])[O:21][C:22]([CH3:25])([CH3:24])[CH3:23])[CH2:13][OH:32])[C:2]1[CH:7]=[CH:6][CH:5]=[CH:4][CH:3]=1, predict the reactants needed to synthesize it. The reactants are: [CH2:1]([O:8][CH2:9][C@H:10]([CH:26]([CH3:28])[CH3:27])[CH2:11][C@H:12]([NH:18][C:19]([O:21][C:22]([CH3:25])([CH3:24])[CH3:23])=[O:20])[CH2:13]C(OC)=O)[C:2]1[CH:7]=[CH:6][CH:5]=[CH:4][CH:3]=1.[BH4-].[Li+].C[OH:32]. (3) Given the product [CH2:1]([C@H:8]1[CH2:12][O:11][C:10](=[O:13])[N:9]1[C:14](=[O:36])[CH2:15][C@@H:16]([C:22]1[CH:27]=[CH:26][C:25]([OH:28])=[CH:24][CH:23]=1)[C:17]1[CH2:21][CH2:20][O:19][N:18]=1)[C:2]1[CH:7]=[CH:6][CH:5]=[CH:4][CH:3]=1, predict the reactants needed to synthesize it. The reactants are: [CH2:1]([C@H:8]1[CH2:12][O:11][C:10](=[O:13])[N:9]1[C:14](=[O:36])[CH2:15][C@@H:16]([C:22]1[CH:27]=[CH:26][C:25]([O:28]CC2C=CC=CC=2)=[CH:24][CH:23]=1)[C:17]1[CH2:21][CH2:20][O:19][N:18]=1)[C:2]1[CH:7]=[CH:6][CH:5]=[CH:4][CH:3]=1. (4) Given the product [NH2:21][CH2:20][CH:10]1[CH:22]([OH:28])[CH2:24][N:59]([C:30]2[C:35]([C:36]3[CH:37]=[N:38][CH:39]=[C:40]([F:42])[CH:41]=3)=[CH:34][C:33]([C:43]([NH:45][C:46]3[CH:47]=[CH:48][C:49]([O:52][C:53]([F:55])([F:54])[F:56])=[CH:50][CH:51]=3)=[O:44])=[CH:32][N:31]=2)[CH2:9]1, predict the reactants needed to synthesize it. The reactants are: [C:9]([CH:10]1[CH2:20][N:21](C(OC(C)(C)C)=O)[CH:10]([CH2:20][NH2:21])[CH2:9]1)(OC(C)(C)C)=O.[C:22]([OH:28])([C:24](F)(F)F)=O.Cl[C:30]1[C:35]([C:36]2[CH:37]=[N:38][CH:39]=[C:40]([F:42])[CH:41]=2)=[CH:34][C:33]([C:43]([NH:45][C:46]2[CH:51]=[CH:50][C:49]([O:52][C:53]([F:56])([F:55])[F:54])=[CH:48][CH:47]=2)=[O:44])=[CH:32][N:31]=1.CC[N:59](C(C)C)C(C)C.C([O-])([O-])=O.[Na+].[Na+]. (5) Given the product [C:1]([C:5]1[CH:6]=[C:7]([C:8](=[O:9])[CH3:22])[CH:14]=[C:15]([O:17][CH2:18][CH2:19][O:20][CH3:21])[CH:16]=1)([CH3:2])([CH3:3])[CH3:4], predict the reactants needed to synthesize it. The reactants are: [C:1]([C:5]1[CH:6]=[C:7]([CH:14]=[C:15]([O:17][CH2:18][CH2:19][O:20][CH3:21])[CH:16]=1)[C:8](N(OC)C)=[O:9])([CH3:4])([CH3:3])[CH3:2].[CH3:22][Mg]Br.Cl. (6) Given the product [S:2]([O:16][C:15](=[O:17])[C@@H:14]1[CH2:18][C@@H:19]([OH:20])[CH2:21][N:13]1[C:11]([O:10][C:6]([CH3:9])([CH3:7])[CH3:8])=[O:12])([CH3:1])(=[O:4])=[O:3], predict the reactants needed to synthesize it. The reactants are: [CH3:1][S:2](Cl)(=[O:4])=[O:3].[C:6]([O:10][C:11]([N:13]1[CH2:21][C@H:19]([OH:20])[CH2:18][C@H:14]1[C:15]([OH:17])=[O:16])=[O:12])([CH3:9])([CH3:8])[CH3:7]. (7) Given the product [Br:1][C:2]1[CH:10]=[CH:9][C:5]([C:6]([NH:20][S:17]([CH3:16])(=[O:19])=[O:18])=[O:7])=[C:4]([CH2:11][CH2:12][CH:13]([CH3:15])[CH3:14])[CH:3]=1, predict the reactants needed to synthesize it. The reactants are: [Br:1][C:2]1[CH:10]=[CH:9][C:5]([C:6](O)=[O:7])=[C:4]([CH2:11][CH2:12][CH:13]([CH3:15])[CH3:14])[CH:3]=1.[CH3:16][S:17]([NH2:20])(=[O:19])=[O:18].Cl.C(N=C=NCCCN(C)C)C.